The task is: Predict the reaction yield, written as a fraction of the theoretical maximum amount of product (1.0 means a 100% yield; for example, 0.34 means a 34% yield).. This data is from Reaction yield outcomes from USPTO patents with 853,638 reactions. (1) The reactants are [CH3:1][O:2][C:3]1[N:8]=[CH:7][C:6]([C:9]2[N:17]3[C:12]([CH:13]=[N:14][C:15](OS(C(F)(F)F)(=O)=O)=[N:16]3)=[CH:11][CH:10]=2)=[CH:5][CH:4]=1.C(N(CC)C(C)C)(C)C.[CH3:35][S:36]([N:39]1[C:48]2[C:43](=[CH:44][CH:45]=[C:46]([NH2:49])[CH:47]=2)[CH2:42][CH2:41][CH2:40]1)(=[O:38])=[O:37]. The catalyst is CN(C)C=O.CCOC(C)=O. The product is [CH3:35][S:36]([N:39]1[C:48]2[C:43](=[CH:44][CH:45]=[C:46]([NH:49][C:15]3[N:14]=[CH:13][C:12]4=[CH:11][CH:10]=[C:9]([C:6]5[CH:7]=[N:8][C:3]([O:2][CH3:1])=[CH:4][CH:5]=5)[N:17]4[N:16]=3)[CH:47]=2)[CH2:42][CH2:41][CH2:40]1)(=[O:38])=[O:37]. The yield is 0.470. (2) The reactants are [CH3:1][C:2]1[N:29]=[C:5]2[NH:6][C:7](=[O:28])[C:8]([CH2:13][C:14]3[CH:19]=[CH:18][C:17]([C:20]4[C:21]([C:26]#[N:27])=[CH:22][CH:23]=[CH:24][CH:25]=4)=[CH:16][CH:15]=3)=[C:9]([CH2:10][CH2:11][CH3:12])[N:4]2[N:3]=1.[H-].[Na+].CN(C)C=O.Br[CH:38]1[CH2:43][CH2:42][CH2:41][CH:40]=[CH:39]1. The catalyst is C(OCC)(=O)C. The product is [CH:43]1([N:6]2[C:7](=[O:28])[C:8]([CH2:13][C:14]3[CH:19]=[CH:18][C:17]([C:20]4[C:21]([C:26]#[N:27])=[CH:22][CH:23]=[CH:24][CH:25]=4)=[CH:16][CH:15]=3)=[C:9]([CH2:10][CH2:11][CH3:12])[N:4]3[N:3]=[C:2]([CH3:1])[N:29]=[C:5]23)[CH2:42][CH2:41][CH2:40][CH:39]=[CH:38]1. The yield is 0.170. (3) The reactants are [F:1][C:2]1[CH:7]=[CH:6][C:5]([C:8]2[N:13]=[CH:12][NH:11][C:10](=[O:14])[C:9]=2[O:15]C)=[CH:4][CH:3]=1.C(Cl)Cl.B(Br)(Br)Br. The catalyst is C(Cl)Cl. The product is [F:1][C:2]1[CH:3]=[CH:4][C:5]([C:8]2[N:13]=[CH:12][NH:11][C:10](=[O:14])[C:9]=2[OH:15])=[CH:6][CH:7]=1. The yield is 0.500. (4) The reactants are Cl[C:2]1[C:7]([N+:8]([O-:10])=[O:9])=[CH:6][CH:5]=[CH:4][N:3]=1.[C:11]([C:15]1[CH:20]=[CH:19][CH:18]=[CH:17][C:16]=1[OH:21])([CH3:14])([CH3:13])[CH3:12].C(=O)([O-])[O-].[Cs+].[Cs+]. The catalyst is CN(C=O)C.O. The product is [C:11]([C:15]1[CH:20]=[CH:19][CH:18]=[CH:17][C:16]=1[O:21][C:2]1[C:7]([N+:8]([O-:10])=[O:9])=[CH:6][CH:5]=[CH:4][N:3]=1)([CH3:14])([CH3:12])[CH3:13]. The yield is 0.900. (5) The reactants are Br[C:2]1[CH:11]=[C:10]2[C:5]([CH:6]=[C:7]([C:13]3[CH:18]=[CH:17][CH:16]=[CH:15][C:14]=3[S:19]([CH3:22])(=[O:21])=[O:20])[NH:8][C:9]2=[O:12])=[CH:4][CH:3]=1.[OH:23][CH2:24][C@@H:25]1[O:29][C:28](=[O:30])[NH:27][CH2:26]1.C(=O)([O-])[O-].[K+].[K+].CNCCNC.[Cl-].[NH4+]. The catalyst is O1CCOCC1.[Cu](I)I. The product is [OH:23][CH2:24][C@@H:25]1[O:29][C:28](=[O:30])[N:27]([C:2]2[CH:11]=[C:10]3[C:5]([CH:6]=[C:7]([C:13]4[CH:18]=[CH:17][CH:16]=[CH:15][C:14]=4[S:19]([CH3:22])(=[O:21])=[O:20])[NH:8][C:9]3=[O:12])=[CH:4][CH:3]=2)[CH2:26]1. The yield is 0.260. (6) The reactants are [CH3:1][O:2][C:3]1[CH:8]=[CH:7][C:6]([S:9][C:10]2[C:11]([C:23]([NH:25][C:26]3[S:27][C:28]([S:31][CH2:32][C:33]([O:35]CC)=[O:34])=[CH:29][N:30]=3)=[O:24])=[N:12][C:13]([S:16][C:17]3[N:21]([CH3:22])[CH:20]=[N:19][N:18]=3)=[CH:14][CH:15]=2)=[CH:5][CH:4]=1.[OH-].[Li+].Cl. The catalyst is CO.C1COCC1. The product is [CH3:1][O:2][C:3]1[CH:4]=[CH:5][C:6]([S:9][C:10]2[C:11]([C:23]([NH:25][C:26]3[S:27][C:28]([S:31][CH2:32][C:33]([OH:35])=[O:34])=[CH:29][N:30]=3)=[O:24])=[N:12][C:13]([S:16][C:17]3[N:21]([CH3:22])[CH:20]=[N:19][N:18]=3)=[CH:14][CH:15]=2)=[CH:7][CH:8]=1. The yield is 0.700. (7) The reactants are [CH:1]([N:4]1[C:12]2[CH:11]=[C:10]([C:13]3[NH:17][N:16]=[N:15][N:14]=3)[CH:9]=[C:8]([C:18]([O:20]C)=[O:19])[C:7]=2[C:6]([CH3:22])=[CH:5]1)([CH3:3])[CH3:2].[OH-].[Na+]. The catalyst is CO.O1CCCC1. The product is [CH:1]([N:4]1[C:12]2[CH:11]=[C:10]([C:13]3[NH:17][N:16]=[N:15][N:14]=3)[CH:9]=[C:8]([C:18]([OH:20])=[O:19])[C:7]=2[C:6]([CH3:22])=[CH:5]1)([CH3:3])[CH3:2]. The yield is 1.01. (8) The reactants are [S:1]1[CH:5]=[CH:4][CH:3]=[C:2]1[CH2:6][NH:7][C:8]([C:10]1[CH:20]=[C:13]2[CH:14]=[C:15](Br)[CH:16]=[C:17]([Cl:18])[N:12]2[N:11]=1)=[O:9].[O:21]1[CH:25]=[CH:24][CH:23]=[C:22]1B(O)O.O1CCOCC1. The catalyst is [O-]P([O-])([O-])=O.[K+].[K+].[K+].CCOC(C)=O.C1C=CC([P]([Pd]([P](C2C=CC=CC=2)(C2C=CC=CC=2)C2C=CC=CC=2)([P](C2C=CC=CC=2)(C2C=CC=CC=2)C2C=CC=CC=2)[P](C2C=CC=CC=2)(C2C=CC=CC=2)C2C=CC=CC=2)(C2C=CC=CC=2)C2C=CC=CC=2)=CC=1. The product is [S:1]1[CH:5]=[CH:4][CH:3]=[C:2]1[CH2:6][NH:7][C:8]([C:10]1[CH:20]=[C:13]2[CH:14]=[C:15]([C:22]3[O:21][CH:25]=[CH:24][CH:23]=3)[CH:16]=[C:17]([Cl:18])[N:12]2[N:11]=1)=[O:9]. The yield is 0.200.